From a dataset of Forward reaction prediction with 1.9M reactions from USPTO patents (1976-2016). Predict the product of the given reaction. (1) Given the reactants I[C:2]1[C:6]2[CH:7]=[C:8]([O:13][CH3:14])[CH:9]=[C:10]([C:11]#[N:12])[C:5]=2[O:4][C:3]=1[C:15]1[CH:20]=[CH:19][C:18]([O:21][CH3:22])=[CH:17][CH:16]=1.C(=O)([O-])[O-].[K+].[K+].[C:29]1(B(O)O)[CH:34]=[CH:33][CH:32]=[CH:31][CH:30]=1.C1(C)C=CC=CC=1, predict the reaction product. The product is: [CH3:14][O:13][C:8]1[CH:9]=[C:10]([C:11]#[N:12])[C:5]2[O:4][C:3]([C:15]3[CH:20]=[CH:19][C:18]([O:21][CH3:22])=[CH:17][CH:16]=3)=[C:2]([C:29]3[CH:34]=[CH:33][CH:32]=[CH:31][CH:30]=3)[C:6]=2[CH:7]=1. (2) The product is: [CH2:34]([CH:33]([O:23][C:22]1[C:17]2[C:18](=[N:19][C:14]([C:4]3[CH:5]=[CH:6][C:7]([O:9][C:10]([F:12])([F:13])[F:11])=[CH:8][C:3]=3[O:2][CH3:1])=[C:15]([CH3:25])[N:16]=2)[N:20]([CH3:24])[N:21]=1)[CH2:36][CH3:37])[CH3:35]. Given the reactants [CH3:1][O:2][C:3]1[CH:8]=[C:7]([O:9][C:10]([F:13])([F:12])[F:11])[CH:6]=[CH:5][C:4]=1[C:14]1[N:19]=[C:18]2[N:20]([CH3:24])[N:21]=[C:22]([OH:23])[C:17]2=[N:16][C:15]=1[CH3:25].C([O-])([O-])=O.[K+].[K+].Br[CH:33]([CH2:36][CH3:37])[CH2:34][CH3:35].O, predict the reaction product. (3) Given the reactants C(OC(=O)[NH:7][CH2:8][CH2:9][O:10][C:11]1[C:24]2[C:15](=[C:16]3[C:21](=[CH:22][CH:23]=2)[CH:20]=[CH:19][CH:18]=[N:17]3)[N:14]=[C:13]([CH:25]=O)[CH:12]=1)(C)(C)C.Cl.[NH2:29][OH:30].[OH-].[Na+], predict the reaction product. The product is: [NH2:7][CH2:8][CH2:9][O:10][C:11]1[C:24]2[C:15](=[C:16]3[C:21](=[CH:22][CH:23]=2)[CH:20]=[CH:19][CH:18]=[N:17]3)[N:14]=[C:13]([CH:25]=[N:29][OH:30])[CH:12]=1. (4) Given the reactants [N:1]1[CH:9]=[C:8]2[C:4]([N:5]([CH2:10][C:11]3[CH:22]=[CH:21][C:14]4[N:15]=[C:16](S(C)=O)[O:17][C:13]=4[CH:12]=3)[CH:6]=[N:7]2)=[N:3][CH:2]=1.[NH2:23][C@@H:24]1[CH2:29][CH2:28][CH2:27][CH2:26][C@H:25]1[OH:30].CCN(C(C)C)C(C)C.O, predict the reaction product. The product is: [N:1]1[CH:9]=[C:8]2[C:4]([N:5]([CH2:10][C:11]3[CH:22]=[CH:21][C:14]4[N:15]=[C:16]([NH:23][C@@H:24]5[CH2:29][CH2:28][CH2:27][CH2:26][C@H:25]5[OH:30])[O:17][C:13]=4[CH:12]=3)[CH:6]=[N:7]2)=[N:3][CH:2]=1. (5) Given the reactants [Br:1][C:2]1[C:8]([CH3:9])=[CH:7][C:5]([NH2:6])=[C:4]([N+:10]([O-])=O)[CH:3]=1.O.O.[Sn](Cl)Cl, predict the reaction product. The product is: [Br:1][C:2]1[CH:3]=[C:4]([NH2:10])[C:5]([NH2:6])=[CH:7][C:8]=1[CH3:9].